The task is: Regression. Given a peptide amino acid sequence and an MHC pseudo amino acid sequence, predict their binding affinity value. This is MHC class I binding data.. This data is from Peptide-MHC class I binding affinity with 185,985 pairs from IEDB/IMGT. The peptide sequence is VMGGNAAEA. The MHC is HLA-A26:01 with pseudo-sequence HLA-A26:01. The binding affinity (normalized) is 0.0847.